This data is from Reaction yield outcomes from USPTO patents with 853,638 reactions. The task is: Predict the reaction yield, written as a fraction of the theoretical maximum amount of product (1.0 means a 100% yield; for example, 0.34 means a 34% yield). (1) The catalyst is C1COCC1.O. The product is [Cl:1][C:2]1[CH:7]=[CH:6][C:5]([C:8]2[CH:16]=[CH:15][C:11]([C:12]([OH:14])=[O:13])=[CH:10][N:9]=2)=[CH:4][CH:3]=1. The yield is 0.650. The reactants are [Cl:1][C:2]1[CH:7]=[CH:6][C:5]([C:8]2[CH:16]=[CH:15][C:11]([C:12]([O-:14])=[O:13])=[CH:10][N:9]=2)=[CH:4][CH:3]=1.[Li+].[OH-].OS([O-])(=O)=O.[Na+]. (2) The reactants are Br[C:2]1[CH:3]=[C:4]2[C:9](=[CH:10][CH:11]=1)[C:8](=[O:12])[NH:7][N:6]=[C:5]2[Cl:13].[C:14]([O:18][C:19]([N:21]1[CH2:27][CH2:26][CH2:25][N:24](C2C=CC=CC=2CN)[CH2:23][CH2:22]1)=[O:20])([CH3:17])([CH3:16])[CH3:15].C1C=CC(P([C:49]2[C:58]([C:59]3C(P(C4C=CC=CC=4)C4C=CC=CC=4)=CC=C4C=3C=CC=C4)=[C:57]3[C:52](C=CC=C3)=[CH:51][CH:50]=2)C2C=CC=CC=2)=CC=1.CC([O-])(C)C.[Na+].CC([N:91](C)C)=O. The catalyst is C1C=CC(/C=C/C(/C=C/C2C=CC=CC=2)=O)=CC=1.C1C=CC(/C=C/C(/C=C/C2C=CC=CC=2)=O)=CC=1.C1C=CC(/C=C/C(/C=C/C2C=CC=CC=2)=O)=CC=1.[Pd].[Pd]. The product is [C:14]([O:18][C:19]([N:21]1[CH2:27][CH2:26][CH2:25][NH:24][CH2:23][CH:22]1[C:57]1[CH:52]=[CH:51][CH:50]=[CH:49][C:58]=1[CH2:59][NH:91][C:2]1[CH:3]=[C:4]2[C:9](=[CH:10][CH:11]=1)[C:8](=[O:12])[NH:7][N:6]=[C:5]2[Cl:13])=[O:20])([CH3:15])([CH3:16])[CH3:17]. The yield is 0.110. (3) The reactants are [Br:1][C:2]1[N:3]=[C:4]([CH:7]=O)[S:5][CH:6]=1.[NH:9]1[CH2:14][CH2:13][O:12][CH2:11][CH2:10]1.[BH-](OC(C)=O)(OC(C)=O)OC(C)=O.[Na+]. The catalyst is C(Cl)Cl.CC(O)=O. The product is [Br:1][C:2]1[N:3]=[C:4]([CH2:7][N:9]2[CH2:14][CH2:13][O:12][CH2:11][CH2:10]2)[S:5][CH:6]=1. The yield is 0.760. (4) The reactants are Br[C:2]1[CH:3]=[C:4]([CH:7]=[CH:8][CH:9]=1)[C:5]#[N:6].C([NH2:17])C1C=CC=CC=1.CC(C)([O-])C.[Na+].[C:24]1([CH3:30])[CH:29]=[CH:28][CH:27]=[CH:26][CH:25]=1. The catalyst is C1C=CC(/C=C/C(/C=C/C2C=CC=CC=2)=O)=CC=1.C1C=CC(/C=C/C(/C=C/C2C=CC=CC=2)=O)=CC=1.C1C=CC(/C=C/C(/C=C/C2C=CC=CC=2)=O)=CC=1.[Pd].[Pd].C1(P(C2C=CC=CC=2)C2(P(C3C=CC=CC=3)C3C=CC=CC=3)CC=C3C(C=CC=C3)=C2C2C3C(=CC=CC=3)C=CC=2)C=CC=CC=1. The product is [CH2:30]([C:2]1[C:3]([NH2:17])=[C:4]([CH:7]=[CH:8][CH:9]=1)[C:5]#[N:6])[C:24]1[CH:29]=[CH:28][CH:27]=[CH:26][CH:25]=1. The yield is 0.580. (5) The reactants are [CH2:1]([O:3][C:4]1[C:5]([O:19][CH2:20][C:21]2[CH:26]=[CH:25][C:24]([O:27][CH3:28])=[CH:23][CH:22]=2)=[N:6][CH:7]=[C:8](B2OC(C)(C)C(C)(C)O2)[CH:9]=1)[CH3:2].[CH2:29]([O:36][CH2:37][CH2:38][O:39][C:40]1[CH:45]=[CH:44][C:43]([NH:46][C:47](=[O:58])[CH2:48][C:49]2[C:54]([F:55])=[CH:53][C:52](Br)=[CH:51][C:50]=2[F:57])=[CH:42][C:41]=1[C:59]([F:62])([F:61])[F:60])[C:30]1[CH:35]=[CH:34][CH:33]=[CH:32][CH:31]=1.C([O-])([O-])=O.[Cs+].[Cs+]. The catalyst is O1CCOCC1.O.C1C=CC(P(C2C=CC=CC=2)[C-]2C=CC=C2)=CC=1.C1C=CC(P(C2C=CC=CC=2)[C-]2C=CC=C2)=CC=1.Cl[Pd]Cl.[Fe+2].C(Cl)Cl. The product is [CH2:29]([O:36][CH2:37][CH2:38][O:39][C:40]1[CH:45]=[CH:44][C:43]([NH:46][C:47](=[O:58])[CH2:48][C:49]2[C:50]([F:57])=[CH:51][C:52]([C:8]3[CH:7]=[N:6][C:5]([O:19][CH2:20][C:21]4[CH:22]=[CH:23][C:24]([O:27][CH3:28])=[CH:25][CH:26]=4)=[C:4]([O:3][CH2:1][CH3:2])[CH:9]=3)=[CH:53][C:54]=2[F:55])=[CH:42][C:41]=1[C:59]([F:61])([F:60])[F:62])[C:30]1[CH:35]=[CH:34][CH:33]=[CH:32][CH:31]=1. The yield is 0.351.